From a dataset of Retrosynthesis with 50K atom-mapped reactions and 10 reaction types from USPTO. Predict the reactants needed to synthesize the given product. (1) The reactants are: Clc1cc(Cl)c(OCc2ccccc2)cc1I. Given the product Oc1cc(I)c(Cl)cc1Cl, predict the reactants needed to synthesize it. (2) The reactants are: C=O.COc1ccc(Cn2nc(C3CCNCC3)c3c(Oc4ccc(NC(=O)c5ccnn(-c6ccc(F)cc6)c5=O)cc4F)ccnc32)cc1. Given the product COc1ccc(Cn2nc(C3CCN(C)CC3)c3c(Oc4ccc(NC(=O)c5ccnn(-c6ccc(F)cc6)c5=O)cc4F)ccnc32)cc1, predict the reactants needed to synthesize it. (3) Given the product CC(C)(C)NC(=O)c1cccc(Oc2ccc(Nc3ncnc4c3C=C(C=O)CCN4)cc2Cl)c1, predict the reactants needed to synthesize it. The reactants are: CC(C)(C)NC(=O)c1cccc(Oc2ccc(Nc3ncnc4c3C=C(CO)CCN4)cc2Cl)c1. (4) Given the product CC(=CCOC(=O)c1ccccc1)CBr, predict the reactants needed to synthesize it. The reactants are: CC(=CCBr)CBr.O=C([O-])c1ccccc1. (5) Given the product CCCNC(=O)N1CCC(c2nc(-c3ccncc3)no2)CC1, predict the reactants needed to synthesize it. The reactants are: CCCN=C=O.c1cc(-c2noc(C3CCNCC3)n2)ccn1. (6) Given the product OCCOCCOCCOCCOCCOCCOCc1ccccc1, predict the reactants needed to synthesize it. The reactants are: ClCc1ccccc1.OCCOCCOCCOCCOCCOCCO. (7) The reactants are: CN(C)C=O.Cn1ncc2cc(Br)ccc21. Given the product Cn1ncc2cc(C=O)ccc21, predict the reactants needed to synthesize it.